This data is from NCI-60 drug combinations with 297,098 pairs across 59 cell lines. The task is: Regression. Given two drug SMILES strings and cell line genomic features, predict the synergy score measuring deviation from expected non-interaction effect. (1) Drug 1: C1=CN(C(=O)N=C1N)C2C(C(C(O2)CO)O)O.Cl. Drug 2: C(CC(=O)O)C(=O)CN.Cl. Cell line: MDA-MB-231. Synergy scores: CSS=23.4, Synergy_ZIP=-6.63, Synergy_Bliss=-2.57, Synergy_Loewe=-8.61, Synergy_HSA=0.488. (2) Drug 1: CC1=CC=C(C=C1)C2=CC(=NN2C3=CC=C(C=C3)S(=O)(=O)N)C(F)(F)F. Drug 2: C1=NC2=C(N=C(N=C2N1C3C(C(C(O3)CO)O)O)F)N. Cell line: COLO 205. Synergy scores: CSS=9.34, Synergy_ZIP=-2.57, Synergy_Bliss=-2.23, Synergy_Loewe=-21.4, Synergy_HSA=-4.07. (3) Drug 1: CS(=O)(=O)OCCCCOS(=O)(=O)C. Drug 2: B(C(CC(C)C)NC(=O)C(CC1=CC=CC=C1)NC(=O)C2=NC=CN=C2)(O)O. Cell line: IGROV1. Synergy scores: CSS=48.3, Synergy_ZIP=0.110, Synergy_Bliss=-0.357, Synergy_Loewe=-54.6, Synergy_HSA=-1.64. (4) Drug 1: CC1=C(C(=CC=C1)Cl)NC(=O)C2=CN=C(S2)NC3=CC(=NC(=N3)C)N4CCN(CC4)CCO. Drug 2: CC12CCC3C(C1CCC2O)C(CC4=C3C=CC(=C4)O)CCCCCCCCCS(=O)CCCC(C(F)(F)F)(F)F. Cell line: SN12C. Synergy scores: CSS=20.0, Synergy_ZIP=1.46, Synergy_Bliss=2.94, Synergy_Loewe=-15.5, Synergy_HSA=2.86. (5) Drug 1: C#CCC(CC1=CN=C2C(=N1)C(=NC(=N2)N)N)C3=CC=C(C=C3)C(=O)NC(CCC(=O)O)C(=O)O. Drug 2: B(C(CC(C)C)NC(=O)C(CC1=CC=CC=C1)NC(=O)C2=NC=CN=C2)(O)O. Cell line: HT29. Synergy scores: CSS=24.2, Synergy_ZIP=0.422, Synergy_Bliss=-2.12, Synergy_Loewe=-2.87, Synergy_HSA=-4.62. (6) Drug 1: C1=CC(=C2C(=C1NCCNCCO)C(=O)C3=C(C=CC(=C3C2=O)O)O)NCCNCCO. Drug 2: C1CN(CCN1C(=O)CCBr)C(=O)CCBr. Cell line: OVCAR-8. Synergy scores: CSS=40.9, Synergy_ZIP=0.389, Synergy_Bliss=0.0914, Synergy_Loewe=-12.9, Synergy_HSA=2.77. (7) Drug 1: CC1C(C(CC(O1)OC2CC(CC3=C2C(=C4C(=C3O)C(=O)C5=C(C4=O)C(=CC=C5)OC)O)(C(=O)C)O)N)O.Cl. Drug 2: C1=CC=C(C(=C1)C(C2=CC=C(C=C2)Cl)C(Cl)Cl)Cl. Cell line: CAKI-1. Synergy scores: CSS=38.2, Synergy_ZIP=0.395, Synergy_Bliss=5.05, Synergy_Loewe=-62.0, Synergy_HSA=5.15. (8) Drug 1: C1=NC2=C(N=C(N=C2N1C3C(C(C(O3)CO)O)O)F)N. Drug 2: C1=NC(=NC(=O)N1C2C(C(C(O2)CO)O)O)N. Cell line: 786-0. Synergy scores: CSS=9.01, Synergy_ZIP=0.0366, Synergy_Bliss=2.17, Synergy_Loewe=-17.3, Synergy_HSA=-1.02. (9) Drug 1: CC(C1=C(C=CC(=C1Cl)F)Cl)OC2=C(N=CC(=C2)C3=CN(N=C3)C4CCNCC4)N. Drug 2: C1=CN(C(=O)N=C1N)C2C(C(C(O2)CO)O)O.Cl. Cell line: HL-60(TB). Synergy scores: CSS=58.7, Synergy_ZIP=9.67, Synergy_Bliss=11.4, Synergy_Loewe=1.52, Synergy_HSA=11.1.